Dataset: Full USPTO retrosynthesis dataset with 1.9M reactions from patents (1976-2016). Task: Predict the reactants needed to synthesize the given product. The reactants are: [NH:1]1[CH2:6][CH2:5][CH:4]([NH:7][C:8](=O)OC(C)(C)C)[CH2:3][CH2:2]1.[CH3:15]CN(C(C)C)C(C)C.[Cl:24][C:25]1[CH:30]=[C:29]([C:31]2[N:32]=[N:33][N:34](C)[N:35]=2)[CH:28]=[C:27](Cl)[N:26]=1.Cl.O1CCOCC1. Given the product [Cl:24][C:25]1[N:26]=[C:27]([N:1]2[CH2:2][CH2:3][CH:4]([NH:7][CH3:8])[CH2:5][CH2:6]2)[CH:28]=[C:29]([C:31]2[N:32]([CH3:15])[N:33]=[N:34][N:35]=2)[CH:30]=1, predict the reactants needed to synthesize it.